Predict the reactants needed to synthesize the given product. From a dataset of Full USPTO retrosynthesis dataset with 1.9M reactions from patents (1976-2016). Given the product [NH3:8].[NH2:8][C:9]1[CH:10]=[CH:11][C:12]([F:40])=[C:13]([C:15]23[CH2:23][NH:22][CH2:21][CH:20]2[CH2:19][S:18][C:17]([NH:31][C:32](=[O:39])[C:33]2[CH:38]=[CH:37][CH:36]=[CH:35][CH:34]=2)=[N:16]3)[CH:14]=1, predict the reactants needed to synthesize it. The reactants are: FC(F)(F)C(O)=O.[NH2:8][C:9]1[CH:10]=[CH:11][C:12]([F:40])=[C:13]([C:15]23[CH2:23][N:22](C(OC(C)(C)C)=O)[CH2:21][CH:20]2[CH2:19][S:18][C:17]([NH:31][C:32](=[O:39])[C:33]2[CH:38]=[CH:37][CH:36]=[CH:35][CH:34]=2)=[N:16]3)[CH:14]=1.